Predict the reaction yield, written as a fraction of the theoretical maximum amount of product (1.0 means a 100% yield; for example, 0.34 means a 34% yield). From a dataset of Reaction yield outcomes from USPTO patents with 853,638 reactions. (1) The reactants are [CH3:1][C:2]1[N:7]=[C:6]([CH2:8][OH:9])[CH:5]=[CH:4][CH:3]=1.[H-].[Na+].[N:12]1([C:18]([Cl:20])=[O:19])[CH2:17][CH2:16][O:15][CH2:14][CH2:13]1. The catalyst is C1COCC1. The product is [ClH:20].[N:12]1([C:18]([O:9][CH2:8][C:6]2[CH:5]=[CH:4][CH:3]=[C:2]([CH3:1])[N:7]=2)=[O:19])[CH2:17][CH2:16][O:15][CH2:14][CH2:13]1. The yield is 0.740. (2) The reactants are [NH2:1][C:2]1[CH:19]=[CH:18][C:5]([O:6][C:7]2[C:16]3[NH:15][C:14](=[O:17])[CH:13]=[N:12][C:11]=3[N:10]=[CH:9][CH:8]=2)=[CH:4][C:3]=1[S:20][CH3:21].[F:22][C:23]1[CH:28]=[CH:27][C:26]([C:29]([F:32])([F:31])[F:30])=[CH:25][C:24]=1[N:33]=[C:34]=[O:35]. No catalyst specified. The product is [F:22][C:23]1[CH:28]=[CH:27][C:26]([C:29]([F:32])([F:31])[F:30])=[CH:25][C:24]=1[NH:33][C:34]([NH:1][C:2]1[CH:19]=[CH:18][C:5]([O:6][C:7]2[C:16]3[NH:15][C:14](=[O:17])[CH:13]=[N:12][C:11]=3[N:10]=[CH:9][CH:8]=2)=[CH:4][C:3]=1[S:20][CH3:21])=[O:35]. The yield is 0.730. (3) The catalyst is CO.[Pd]. The product is [F:1][CH:2]1[CH2:7][CH2:6][N:5]([C:8]2[CH:9]=[C:10]([CH:11]=[C:12]([C:14]([F:17])([F:15])[F:16])[CH:13]=2)[NH2:18])[CH2:4][CH2:3]1. The reactants are [F:1][CH:2]1[CH2:7][CH2:6][N:5]([C:8]2[CH:13]=[C:12]([C:14]([F:17])([F:16])[F:15])[CH:11]=[C:10]([N+:18]([O-])=O)[CH:9]=2)[CH2:4][CH2:3]1. The yield is 1.00. (4) The reactants are [NH2:1][C:2]1[C:13]([C:14]([O:16]CC=C)=[O:15])=[C:5]2[N:6]=[CH:7][C:8]([CH2:10][C:11]#[N:12])=[CH:9][N:4]2[N:3]=1.C1([SiH3])C=CC=CC=1. The catalyst is C(Cl)Cl.C1C=CC([P]([Pd]([P](C2C=CC=CC=2)(C2C=CC=CC=2)C2C=CC=CC=2)([P](C2C=CC=CC=2)(C2C=CC=CC=2)C2C=CC=CC=2)[P](C2C=CC=CC=2)(C2C=CC=CC=2)C2C=CC=CC=2)(C2C=CC=CC=2)C2C=CC=CC=2)=CC=1. The product is [NH2:1][C:2]1[C:13]([C:14]([OH:16])=[O:15])=[C:5]2[N:6]=[CH:7][C:8]([CH2:10][C:11]#[N:12])=[CH:9][N:4]2[N:3]=1. The yield is 1.00. (5) The reactants are [Li]CCCC.[Cl:6][C:7]1[N:15]=[C:14]2[C:10]([N:11]=[CH:12][N:13]2[CH:16]2[CH2:21][CH2:20][CH2:19][CH2:18][O:17]2)=[C:9]([Cl:22])[N:8]=1.CN(CCN(C)C)C.[CH3:31][C:32]([CH3:34])=[O:33]. The catalyst is C1COCC1. The product is [Cl:6][C:7]1[N:15]=[C:14]2[C:10]([N:11]=[C:12]([C:32]([OH:33])([CH3:34])[CH3:31])[N:13]2[CH:16]2[CH2:21][CH2:20][CH2:19][CH2:18][O:17]2)=[C:9]([Cl:22])[N:8]=1. The yield is 0.620. (6) The reactants are [Cl:1][C:2]1[C:3]([O:12][C:13]2[CH:18]=[C:17]([OH:19])[CH:16]=[CH:15][C:14]=2[CH2:20][CH2:21][C:22]([O:24][CH2:25][CH3:26])=[O:23])=[N:4][CH:5]=[C:6]([C:8]([F:11])([F:10])[F:9])[CH:7]=1.C(=O)([O-])[O-].[K+].[K+].Cl[CH2:34][C:35]([N:37]([CH2:40][CH3:41])[CH2:38][CH3:39])=[O:36].Cl. The catalyst is CN(C)C=O. The product is [Cl:1][C:2]1[C:3]([O:12][C:13]2[CH:18]=[C:17]([O:19][CH2:34][C:35]([N:37]([CH2:40][CH3:41])[CH2:38][CH3:39])=[O:36])[CH:16]=[CH:15][C:14]=2[CH2:20][CH2:21][C:22]([O:24][CH2:25][CH3:26])=[O:23])=[N:4][CH:5]=[C:6]([C:8]([F:9])([F:11])[F:10])[CH:7]=1. The yield is 1.00. (7) The reactants are [F:1][C:2]1[C:10]2[N:9]=[C:8]([CH2:11][N:12]([CH:28]3[C:37]4[N:36]=[CH:35][CH:34]=[CH:33][C:32]=4[CH2:31][CH2:30][CH2:29]3)[CH2:13][CH2:14][CH2:15][CH2:16][N:17]3C(=O)C4C(=CC=CC=4)C3=O)[NH:7][C:6]=2[CH:5]=[CH:4][CH:3]=1.O.NN. The catalyst is C(O)C.C(OCC)C. The product is [F:1][C:2]1[C:10]2[N:9]=[C:8]([CH2:11][N:12]([CH:28]3[C:37]4[N:36]=[CH:35][CH:34]=[CH:33][C:32]=4[CH2:31][CH2:30][CH2:29]3)[CH2:13][CH2:14][CH2:15][CH2:16][NH2:17])[NH:7][C:6]=2[CH:5]=[CH:4][CH:3]=1. The yield is 0.460.